The task is: Predict which catalyst facilitates the given reaction.. This data is from Catalyst prediction with 721,799 reactions and 888 catalyst types from USPTO. (1) Reactant: Cl[C:2]1[CH:8]=[CH:7][C:5]([NH2:6])=[CH:4][CH:3]=1.[C:9](O)(=O)[CH3:10].[CH2:13](O)[CH3:14].[C:16]([C:18]1[C:19](=[C:26]([C:29]#[N:30])[C:27]#[N:28])[O:20][C:21]([CH3:25])([CH3:24])[C:22]=1[CH3:23])#[N:17].N1C=C[CH:34]=[CH:33][CH:32]=1. Product: [C:16]([C:18]1[C:19](=[C:26]([C:27]#[N:28])[C:29]#[N:30])[O:20][C:21]([CH3:24])([CH3:25])[C:22]=1[CH:23]=[CH:34][CH:33]=[CH:32][C:2]1[CH:8]=[CH:7][C:5]([N:6]([CH2:9][CH3:10])[CH2:13][CH3:14])=[CH:4][CH:3]=1)#[N:17]. The catalyst class is: 22. (2) Reactant: C([O:5][C:6](=[O:26])[C:7]([S:10][C:11]1[S:12][CH:13]=[C:14]([CH2:16][CH2:17][NH:18][CH2:19][CH2:20][CH2:21][CH2:22][CH2:23][CH2:24][CH3:25])[N:15]=1)([CH3:9])[CH3:8])(C)(C)C.[Cl:27][C:28]1[O:29][C:30]2[CH:36]=[CH:35][CH:34]=[CH:33][C:31]=2[N:32]=1.Cl.C(OCC)(=O)C. Product: [ClH:27].[O:29]1[C:30]2[CH:36]=[CH:35][CH:34]=[CH:33][C:31]=2[N:32]=[C:28]1[N:18]([CH2:19][CH2:20][CH2:21][CH2:22][CH2:23][CH2:24][CH3:25])[CH2:17][CH2:16][C:14]1[N:15]=[C:11]([S:10][C:7]([CH3:8])([CH3:9])[C:6]([OH:5])=[O:26])[S:12][CH:13]=1. The catalyst class is: 27. (3) Reactant: [C:1]([N:4]1[C:13]2[C:8](=[CH:9][C:10]([C:14]3[CH:19]=[CH:18][C:17]([O:20][CH3:21])=[C:16]([O:22][CH3:23])[CH:15]=3)=[CH:11][CH:12]=2)[C@H:7]([NH:24]C(=O)OC(C)C)[CH2:6][C@@H:5]1[CH3:31])(=[O:3])[CH3:2].[Cl-].[Al+3].[Cl-].[Cl-].CO.C(N(CC)CC)C. Product: [C:1]([N:4]1[C:13]2[C:8](=[CH:9][C:10]([C:14]3[CH:19]=[CH:18][C:17]([O:20][CH3:21])=[C:16]([O:22][CH3:23])[CH:15]=3)=[CH:11][CH:12]=2)[C@H:7]([NH2:24])[CH2:6][C@@H:5]1[CH3:31])(=[O:3])[CH3:2]. The catalyst class is: 4. (4) Reactant: C(N(CC)C(C)C)(C)C.[NH2:10][CH2:11][CH:12]([CH2:17][CH2:18][C:19]([F:43])([F:42])[C:20]([F:41])([F:40])[C:21]([F:39])([F:38])[C:22]([F:37])([F:36])[C:23]([F:35])([F:34])[C:24]([F:33])([F:32])[C:25]([F:31])([F:30])[C:26]([F:29])([F:28])[F:27])[C:13]([O:15][CH3:16])=[O:14].[CH3:44][N:45]([CH3:63])[C:46]1[CH:51]=[CH:50][C:49]([N:52]=[N:53][C:54]2[CH:62]=[CH:61][C:57]([C:58](O)=[O:59])=[CH:56][CH:55]=2)=[CH:48][CH:47]=1.O. Product: [CH3:44][N:45]([CH3:63])[C:46]1[CH:47]=[CH:48][C:49]([N:52]=[N:53][C:54]2[CH:62]=[CH:61][C:57]([C:58]([NH:10][CH2:11][CH:12]([CH2:17][CH2:18][C:19]([F:42])([F:43])[C:20]([F:40])([F:41])[C:21]([F:38])([F:39])[C:22]([F:36])([F:37])[C:23]([F:34])([F:35])[C:24]([F:32])([F:33])[C:25]([F:30])([F:31])[C:26]([F:29])([F:27])[F:28])[C:13]([O:15][CH3:16])=[O:14])=[O:59])=[CH:56][CH:55]=2)=[CH:50][CH:51]=1. The catalyst class is: 529. (5) Reactant: [CH3:1][O:2][C:3]([C:5]1[N:6]([CH:10]2[C:19]3[C:14](=[CH:15][CH:16]=[CH:17][CH:18]=3)[C:13](=[O:20])[NH:12][C:11]2([CH3:22])[CH3:21])[CH:7]=[N:8][CH:9]=1)=[O:4].[H-].[Na+].[CH3:25]I. Product: [CH3:1][O:2][C:3]([C:5]1[N:6]([CH:10]2[C:19]3[C:14](=[CH:15][CH:16]=[CH:17][CH:18]=3)[C:13](=[O:20])[N:12]([CH3:25])[C:11]2([CH3:22])[CH3:21])[CH:7]=[N:8][CH:9]=1)=[O:4]. The catalyst class is: 3. (6) Reactant: [C:1]([OH:9])(=[O:8])[C:2]([CH2:4][C:5]([OH:7])=O)=[CH2:3].[NH2:10][C:11]1[CH:12]=[C:13]([CH:16]=[CH:17][CH:18]=1)[CH2:14][OH:15]. Product: [OH:15][CH2:14][C:13]1[CH:12]=[C:11]([N:10]2[C:5](=[O:7])[CH2:4][CH:2]([C:1]([OH:9])=[O:8])[CH2:3]2)[CH:18]=[CH:17][CH:16]=1. The catalyst class is: 5. (7) Reactant: CO[C:3]([C:5]1[N:6]=[C:7]([C:23]#[N:24])[C:8]2[C:13]([C:14]=1[OH:15])=[CH:12][CH:11]=[C:10]([O:16][C:17]1[CH:22]=[CH:21][CH:20]=[CH:19][CH:18]=1)[CH:9]=2)=[O:4].[NH2:25][CH2:26][C@H:27]([NH:31][C:32]([O:34][CH2:35][C:36]1[CH:41]=[CH:40][CH:39]=[CH:38][CH:37]=1)=[O:33])[C:28]([OH:30])=[O:29].C[O-].[Na+]. Product: [CH2:35]([O:34][C:32]([NH:31][C@@H:27]([CH2:26][NH:25][C:3]([C:5]1[N:6]=[C:7]([C:23]#[N:24])[C:8]2[C:13]([C:14]=1[OH:15])=[CH:12][CH:11]=[C:10]([O:16][C:17]1[CH:18]=[CH:19][CH:20]=[CH:21][CH:22]=1)[CH:9]=2)=[O:4])[C:28]([OH:30])=[O:29])=[O:33])[C:36]1[CH:37]=[CH:38][CH:39]=[CH:40][CH:41]=1. The catalyst class is: 141. (8) Reactant: [Br:1][C:2]1[CH:7]=[CH:6][C:5]([C:8]2([CH2:11]O)[CH2:10][CH2:9]2)=[CH:4][CH:3]=1.C([N:15](CC)CC)C.CS(Cl)(=O)=O.Cl. Product: [Br:1][C:2]1[CH:7]=[CH:6][C:5]([C:8]2([C:11]#[N:15])[CH2:10][CH2:9]2)=[CH:4][CH:3]=1. The catalyst class is: 4. (9) Reactant: [CH3:1][O:2][C:3]1[CH:31]=[CH:30][C:6]([C:7]([NH:9][C:10]2[CH:15]=[CH:14][CH:13]=[CH:12][C:11]=2[N:16]2[C:24](=[O:25])[C:23]3[C:18](=[CH:19][CH:20]=[C:21]([N+:26]([O-])=O)[CH:22]=3)[C:17]2=[O:29])=[O:8])=[CH:5][CH:4]=1.C(O)C.[H][H]. Product: [CH3:1][O:2][C:3]1[CH:4]=[CH:5][C:6]([C:7]([NH:9][C:10]2[CH:15]=[CH:14][CH:13]=[CH:12][C:11]=2[N:16]2[C:24](=[O:25])[C:23]3[C:18](=[CH:19][CH:20]=[C:21]([NH2:26])[CH:22]=3)[C:17]2=[O:29])=[O:8])=[CH:30][CH:31]=1. The catalyst class is: 153. (10) Reactant: Br[C:2]1[CH:3]=[C:4]([NH:9][C:10]2[N:15]=[C:14]([CH:16]([CH3:18])[CH3:17])[CH:13]=[CH:12][N:11]=2)[CH:5]=[C:6]([CH3:8])[CH:7]=1.[B:19]1([B:19]2[O:23][C:22]([CH3:25])([CH3:24])[C:21]([CH3:27])([CH3:26])[O:20]2)[O:23][C:22]([CH3:25])([CH3:24])[C:21]([CH3:27])([CH3:26])[O:20]1.C([O-])(=O)C.[K+]. Product: [CH3:8][C:6]1[CH:5]=[C:4]([NH:9][C:10]2[N:15]=[C:14]([CH:16]([CH3:18])[CH3:17])[CH:13]=[CH:12][N:11]=2)[CH:3]=[C:2]([B:19]2[O:23][C:22]([CH3:25])([CH3:24])[C:21]([CH3:27])([CH3:26])[O:20]2)[CH:7]=1. The catalyst class is: 16.